From a dataset of Forward reaction prediction with 1.9M reactions from USPTO patents (1976-2016). Predict the product of the given reaction. (1) Given the reactants OC[N:3]1[C:7]2[N:8]=[CH:9][N:10]=[C:11]([N:12]3[CH2:17][CH2:16][O:15][CH2:14][CH2:13]3)[C:6]=2[C:5]([C:18]2[N:23]=[C:22]([C:24]#[N:25])[CH:21]=[CH:20][CH:19]=2)=[CH:4]1.C(=O)([O-])[O-].[K+].[K+], predict the reaction product. The product is: [N:12]1([C:11]2[C:6]3[C:5]([C:18]4[N:23]=[C:22]([C:24]#[N:25])[CH:21]=[CH:20][CH:19]=4)=[CH:4][NH:3][C:7]=3[N:8]=[CH:9][N:10]=2)[CH2:17][CH2:16][O:15][CH2:14][CH2:13]1. (2) The product is: [Cl:1][C:2]1[CH:3]=[CH:4][C:5]2[O:9][C:8]([CH:10]([NH:20][C:21]3[CH:22]=[CH:23][C:24]([C:27]([NH:29][CH2:30][CH2:31][C:32]([OH:34])=[O:33])=[O:28])=[CH:25][CH:26]=3)[CH:11]3[CH2:16][CH2:15][CH2:14][CH2:13][CH2:12]3)=[C:7]([CH3:18])[C:6]=2[CH:19]=1. Given the reactants [Cl:1][C:2]1[CH:3]=[CH:4][C:5]2[O:9][C:8]([CH:10](Cl)[CH:11]3[CH2:16][CH2:15][CH2:14][CH2:13][CH2:12]3)=[C:7]([CH3:18])[C:6]=2[CH:19]=1.[NH2:20][C:21]1[CH:26]=[CH:25][C:24]([C:27]([NH:29][CH2:30][CH2:31][C:32]([O:34]CC)=[O:33])=[O:28])=[CH:23][CH:22]=1.[I-].[Na+].C(=O)([O-])[O-].[Na+].[Na+].Cl, predict the reaction product. (3) Given the reactants [CH:1]1[C:10]2[C:5](=[CH:6][CH:7]=[CH:8][CH:9]=2)[CH:4]=[CH:3][C:2]=1[C:11]12[CH2:16][CH:15]1[C:14](=O)[CH2:13][CH2:12]2.CN.[C:20]([BH3-])#[N:21].[Na+].[ClH:24].[CH3:25][OH:26], predict the reaction product. The product is: [ClH:24].[CH3:20][NH:21][CH:14]1[CH2:13][CH2:12][C:11]2([C:2]3[CH:3]=[CH:4][C:5]4[C:10](=[CH:9][CH:8]=[CH:7][CH:6]=4)[CH:1]=3)[CH:15]1[CH2:16]2.[ClH:24].[CH2:25]([O:26][CH2:1][CH3:2])[CH3:20].